From a dataset of Catalyst prediction with 721,799 reactions and 888 catalyst types from USPTO. Predict which catalyst facilitates the given reaction. Product: [F:15][C:16]1[CH:21]=[C:20]([B:22]2[O:26][C:25]([CH3:28])([CH3:27])[C:24]([CH3:30])([CH3:29])[O:23]2)[CH:19]=[CH:18][C:17]=1[CH2:14][CH2:13][NH:9][C:2](=[O:3])[O:4][CH3:5]. Reactant: Cl[C:2]([O:4][CH3:5])=[O:3].C([N:9]([CH2:13][CH3:14])C(C)C)(C)C.[F:15][C:16]1[CH:21]=[C:20]([B:22]2[O:26][C:25]([CH3:28])([CH3:27])[C:24]([CH3:30])([CH3:29])[O:23]2)[CH:19]=[CH:18][C:17]=1CNC. The catalyst class is: 2.